Dataset: NCI-60 drug combinations with 297,098 pairs across 59 cell lines. Task: Regression. Given two drug SMILES strings and cell line genomic features, predict the synergy score measuring deviation from expected non-interaction effect. (1) Drug 1: CC(C1=C(C=CC(=C1Cl)F)Cl)OC2=C(N=CC(=C2)C3=CN(N=C3)C4CCNCC4)N. Drug 2: C1C(C(OC1N2C=NC(=NC2=O)N)CO)O. Cell line: MOLT-4. Synergy scores: CSS=79.9, Synergy_ZIP=0.350, Synergy_Bliss=0.536, Synergy_Loewe=-1.29, Synergy_HSA=0.885. (2) Drug 1: B(C(CC(C)C)NC(=O)C(CC1=CC=CC=C1)NC(=O)C2=NC=CN=C2)(O)O. Drug 2: CC1C(C(CC(O1)OC2CC(CC3=C2C(=C4C(=C3O)C(=O)C5=CC=CC=C5C4=O)O)(C(=O)C)O)N)O. Cell line: SF-268. Synergy scores: CSS=51.6, Synergy_ZIP=-4.38, Synergy_Bliss=-6.68, Synergy_Loewe=-5.15, Synergy_HSA=-2.85. (3) Drug 1: C1C(C(OC1N2C=NC3=C2NC=NCC3O)CO)O. Drug 2: CC1C(C(CC(O1)OC2CC(CC3=C2C(=C4C(=C3O)C(=O)C5=CC=CC=C5C4=O)O)(C(=O)C)O)N)O. Cell line: HS 578T. Synergy scores: CSS=44.6, Synergy_ZIP=-0.871, Synergy_Bliss=-1.58, Synergy_Loewe=-40.5, Synergy_HSA=-0.571. (4) Drug 1: CC12CCC3C(C1CCC2=O)CC(=C)C4=CC(=O)C=CC34C. Drug 2: C1=CC=C(C=C1)NC(=O)CCCCCCC(=O)NO. Cell line: HOP-62. Synergy scores: CSS=39.4, Synergy_ZIP=-2.58, Synergy_Bliss=1.22, Synergy_Loewe=-5.37, Synergy_HSA=2.13. (5) Cell line: TK-10. Drug 2: CC1CCC2CC(C(=CC=CC=CC(CC(C(=O)C(C(C(=CC(C(=O)CC(OC(=O)C3CCCCN3C(=O)C(=O)C1(O2)O)C(C)CC4CCC(C(C4)OC)O)C)C)O)OC)C)C)C)OC. Drug 1: C1CCC(C1)C(CC#N)N2C=C(C=N2)C3=C4C=CNC4=NC=N3. Synergy scores: CSS=30.2, Synergy_ZIP=-0.0455, Synergy_Bliss=3.37, Synergy_Loewe=-2.53, Synergy_HSA=5.39. (6) Drug 1: CCC1=C2CN3C(=CC4=C(C3=O)COC(=O)C4(CC)O)C2=NC5=C1C=C(C=C5)O. Drug 2: C1C(C(OC1N2C=NC(=NC2=O)N)CO)O. Cell line: MOLT-4. Synergy scores: CSS=86.2, Synergy_ZIP=2.99, Synergy_Bliss=3.21, Synergy_Loewe=7.80, Synergy_HSA=9.92. (7) Drug 1: C1CC(=O)NC(=O)C1N2CC3=C(C2=O)C=CC=C3N. Drug 2: C1=CN(C=N1)CC(O)(P(=O)(O)O)P(=O)(O)O. Cell line: MALME-3M. Synergy scores: CSS=5.25, Synergy_ZIP=-0.332, Synergy_Bliss=1.91, Synergy_Loewe=0.275, Synergy_HSA=1.71.